Task: Predict the reaction yield, written as a fraction of the theoretical maximum amount of product (1.0 means a 100% yield; for example, 0.34 means a 34% yield).. Dataset: Reaction yield outcomes from USPTO patents with 853,638 reactions (1) The reactants are S(O)(O)(=O)=O.[NH2:6][C:7]1[NH:8][CH:9]=[CH:10][N:11]=1.[CH:12](=O)[C:13]1[CH:18]=[CH:17][CH:16]=[CH:15][CH:14]=1.C(N(CC)CC)C. The catalyst is C(Cl)Cl.CC(O[Ti](OC(C)C)(OC(C)C)OC(C)C)C. The product is [NH:8]1[CH:9]=[CH:10][N:11]=[C:7]1/[N:6]=[CH:12]/[C:13]1[CH:18]=[CH:17][CH:16]=[CH:15][CH:14]=1. The yield is 0.730. (2) The reactants are Br[C:2]1[CH:3]=[N:4][CH:5]=[C:6]([O:8][CH2:9][C@H:10]2[CH2:14][CH2:13][CH2:12][N:11]2[C:15]([O:17][C:18]([CH3:21])([CH3:20])[CH3:19])=[O:16])[CH:7]=1.[C:22]1([CH2:28][CH2:29][O:30][CH2:31][CH2:32][CH:33]2[CH2:38][CH2:37][NH:36][CH2:35][CH2:34]2)[CH:27]=[CH:26][CH:25]=[CH:24][CH:23]=1.CC(C)([O-])C.[Na+].C1(P(C2C=CC=CC=2)C2C3OC4C(=CC=CC=4P(C4C=CC=CC=4)C4C=CC=CC=4)C(C)(C)C=3C=CC=2)C=CC=CC=1. The catalyst is C1(C)C=CC=CC=1.C1C=CC(/C=C/C(/C=C/C2C=CC=CC=2)=O)=CC=1.C1C=CC(/C=C/C(/C=C/C2C=CC=CC=2)=O)=CC=1.C1C=CC(/C=C/C(/C=C/C2C=CC=CC=2)=O)=CC=1.[Pd].[Pd]. The product is [C:18]([O:17][C:15]([N:11]1[CH2:12][CH2:13][CH2:14][C@H:10]1[CH2:9][O:8][C:6]1[CH:5]=[N:4][CH:3]=[C:2]([N:36]2[CH2:35][CH2:34][CH:33]([CH2:32][CH2:31][O:30][CH2:29][CH2:28][C:22]3[CH:23]=[CH:24][CH:25]=[CH:26][CH:27]=3)[CH2:38][CH2:37]2)[CH:7]=1)=[O:16])([CH3:21])([CH3:20])[CH3:19]. The yield is 0.570. (3) The product is [CH3:8][C:9]1[CH:10]=[C:11]([CH3:12])[N:6]2[N:5]=[C:4]([OH:7])[N:3]=[C:2]2[N:1]=1. The reactants are [NH2:1][C:2]1[NH:3][C:4](=[O:7])[NH:5][N:6]=1.[CH3:8][C:9](=O)[CH2:10][C:11](=O)[CH3:12]. The yield is 0.800. The catalyst is C(O)(=O)C. (4) The reactants are [CH3:1][O:2][C:3]([NH:5][C@H:6]([C:10]([N:12]1[CH:16]([C:17]([O:19]CC)=[O:18])[CH2:15][C:14]2([CH2:26][CH2:25][N:24]([C:27]([O:29][C:30]([CH3:33])([CH3:32])[CH3:31])=[O:28])[CH2:23][CH2:22]2)[CH2:13]1)=[O:11])[CH:7]([CH3:9])[CH3:8])=[O:4].O.[OH-].[Li+].Cl. The catalyst is C1COCC1.O.CO. The product is [CH3:31][C:30]([O:29][C:27]([N:24]1[CH2:23][CH2:22][C:14]2([CH2:13][N:12]([C:10](=[O:11])[C@H:6]([CH:7]([CH3:9])[CH3:8])[NH:5][C:3]([O:2][CH3:1])=[O:4])[CH:16]([C:17]([OH:19])=[O:18])[CH2:15]2)[CH2:26][CH2:25]1)=[O:28])([CH3:33])[CH3:32]. The yield is 0.910.